Dataset: Forward reaction prediction with 1.9M reactions from USPTO patents (1976-2016). Task: Predict the product of the given reaction. Given the reactants [C:1]([O:4][C:5]1[C:6]([CH3:19])=[C:7]2[C:12](=[C:13](N)[C:14]=1[CH3:15])[O:11][C:10]([CH3:18])([CH3:17])[CH2:9][CH2:8]2)(=[O:3])[CH3:2].N([O-])=O.[Na+].[H+].[B-](F)(F)(F)[F:26], predict the reaction product. The product is: [C:1]([O:4][C:5]1[C:6]([CH3:19])=[C:7]2[C:12](=[C:13]([F:26])[C:14]=1[CH3:15])[O:11][C:10]([CH3:18])([CH3:17])[CH2:9][CH2:8]2)(=[O:3])[CH3:2].